Dataset: Forward reaction prediction with 1.9M reactions from USPTO patents (1976-2016). Task: Predict the product of the given reaction. (1) Given the reactants [CH3:1][N:2]1[CH:6]=[CH:5][N:4]=[C:3]1[CH:7]=O.[F:9][C:10]1[CH:15]=[CH:14][C:13](/[C:16](=[N:18]/[C:19]2[CH:27]=[CH:26][CH:25]=[C:24]3[C:20]=2[CH2:21][O:22][C:23]3=[O:28])/[CH3:17])=[CH:12][CH:11]=1.[CH3:29][CH2:30][O-:31].[Na+].C(OCC)(=O)C, predict the reaction product. The product is: [F:9][C:10]1[CH:11]=[CH:12][C:13]([C:16]2([CH3:17])[CH:7]([C:3]3[N:2]([CH3:1])[CH:6]=[CH:5][N:4]=3)[C:30](=[O:31])[C:29]3[C:24]([C:23]([O:22][CH2:21][CH3:20])=[O:28])=[CH:25][CH:26]=[CH:27][C:19]=3[NH:18]2)=[CH:14][CH:15]=1. (2) Given the reactants [CH3:1][O:2][C:3](=[O:17])[C:4]([CH:11]1[CH2:16][CH2:15][CH2:14][CH2:13][CH2:12]1)([C:6]1[O:7][CH:8]=[CH:9][CH:10]=1)[OH:5].O[C@@H:19]1[CH:24]2C[CH2:26][N:21]([CH2:22][CH2:23]2)[CH2:20]1, predict the reaction product. The product is: [N:21]12[CH2:22][CH2:23][CH:24]([CH2:19][CH2:20]1)[C@@H:1]([O:2][C:3](=[O:17])[C:4]([CH:11]1[CH2:16][CH2:15][CH2:14][CH2:13][CH2:12]1)([C:6]1[O:7][CH:8]=[CH:9][CH:10]=1)[OH:5])[CH2:26]2. (3) Given the reactants [CH3:1][N:2]1[C:6]([C:7]2[CH:12]=[CH:11][CH:10]=[CH:9][C:8]=2[C:13]([F:16])([F:15])[F:14])=[N:5][N:4]=[C:3]1[C:17]12[CH2:24][CH2:23][C:20]([C:25]([OH:27])=O)([CH2:21][CH2:22]1)[CH2:19][CH2:18]2.F[P-](F)(F)(F)(F)F.CN(C)C=[N+](C)C.C(N(CC)CC)C.[NH2:49][NH2:50], predict the reaction product. The product is: [CH3:1][N:2]1[C:6]([C:7]2[CH:12]=[CH:11][CH:10]=[CH:9][C:8]=2[C:13]([F:16])([F:15])[F:14])=[N:5][N:4]=[C:3]1[C:17]12[CH2:24][CH2:23][C:20]([C:25]([NH:49][NH2:50])=[O:27])([CH2:19][CH2:18]1)[CH2:21][CH2:22]2. (4) Given the reactants [CH3:1][C:2]1[O:6][C:5]([CH:7]=O)=[CH:4][CH:3]=1.[OH-].[Na+].Cl.[N+:12]([CH3:15])([O-:14])=[O:13], predict the reaction product. The product is: [CH3:1][C:2]1[O:6][C:5]([CH:7]=[CH:15][N+:12]([O-:14])=[O:13])=[CH:4][CH:3]=1. (5) Given the reactants [Cl:1][C:2]1[C:3]([CH3:18])=[C:4]([S:8]([N:11]2[CH2:16][CH2:15][CH2:14][C@H:13]([NH2:17])[CH2:12]2)(=[O:10])=[O:9])[CH:5]=[CH:6][CH:7]=1.C(Cl)Cl.C(N(CC)CC)C.Cl[C:30]([O:32][C:33]1[CH:38]=[CH:37][C:36]([N+:39]([O-:41])=[O:40])=[CH:35][CH:34]=1)=[O:31], predict the reaction product. The product is: [Cl:1][C:2]1[C:3]([CH3:18])=[C:4]([S:8]([N:11]2[CH2:16][CH2:15][CH2:14][C@H:13]([NH:17][C:30](=[O:31])[O:32][C:33]3[CH:34]=[CH:35][C:36]([N+:39]([O-:41])=[O:40])=[CH:37][CH:38]=3)[CH2:12]2)(=[O:9])=[O:10])[CH:5]=[CH:6][CH:7]=1. (6) The product is: [NH2:17][C:16]1[NH:2][N:1]=[C:18]([CH3:19])[C:15]=1[C:11]1[C:12]([CH3:14])=[CH:13][C:8]([Cl:7])=[CH:9][C:10]=1[CH3:21]. Given the reactants [NH2:1][NH2:2].C(O)(=O)C.[Cl:7][C:8]1[CH:13]=[C:12]([CH3:14])[C:11]([CH:15]([C:18](=O)[CH3:19])[C:16]#[N:17])=[C:10]([CH3:21])[CH:9]=1, predict the reaction product. (7) Given the reactants FC(F)(F)S(O[C:7]1[C:16]2[C:11](=[CH:12][CH:13]=[CH:14][N:15]=2)[N:10]=[CH:9][C:8]=1[NH:17][C:18](=O)[CH2:19][CH2:20][CH2:21][CH3:22])(=O)=O.Cl.[CH:27]([O:30][NH2:31])([CH3:29])[CH3:28], predict the reaction product. The product is: [CH2:19]([C:18]1[N:31]([O:30][CH:27]([CH3:29])[CH3:28])[C:7]2[C:16]3[N:15]=[CH:14][CH:13]=[CH:12][C:11]=3[N:10]=[CH:9][C:8]=2[N:17]=1)[CH2:20][CH2:21][CH3:22].